This data is from M1 muscarinic receptor antagonist screen with 61,756 compounds. The task is: Binary Classification. Given a drug SMILES string, predict its activity (active/inactive) in a high-throughput screening assay against a specified biological target. (1) The compound is O=C(N1CCN(CC1)c1n(c2c(n1)cccc2)C)NCc1ccccc1. The result is 0 (inactive). (2) The molecule is Fc1ccc(Cn2nnnc2C(N(Cc2cc3c([nH]c2=O)cc2OCOc2c3)CCCO)CC)cc1. The result is 0 (inactive).